From a dataset of Experimentally validated miRNA-target interactions with 360,000+ pairs, plus equal number of negative samples. Binary Classification. Given a miRNA mature sequence and a target amino acid sequence, predict their likelihood of interaction. The miRNA is hsa-miR-582-5p with sequence UUACAGUUGUUCAACCAGUUACU. The protein sequence of the target gene is MELCRSLALLGGSLGLMFCLIALSTDFWFEAVGPTHSAHSGLWPTGHGDIISGYIHVTQTFSIMAVLWALVSVSFLVLSCFPSLFPPGHGPLVSTTAAFAAAISMVVAMAVYTSERWDQPPHPQIQTFFSWSFYLGWVSAILLLCTGALSLGAHCGGPRPGYETL. Result: 0 (no interaction).